Dataset: hERG Central: cardiac toxicity at 1µM, 10µM, and general inhibition. Task: Predict hERG channel inhibition at various concentrations. (1) The compound is COc1ccc(C2C(=O)N(C3CCCCC3)CC(=O)N2C2CCCCC2)cc1. Results: hERG_inhib (hERG inhibition (general)): blocker. (2) The compound is COCCn1c(SCCN2CCCCC2)nc2ccccc2c1=O. Results: hERG_inhib (hERG inhibition (general)): blocker. (3) The molecule is CCN1CCC(c2nc(-c3cccc(Br)c3)cs2)CC1.Cl. Results: hERG_inhib (hERG inhibition (general)): blocker. (4) The drug is COc1ccc(-n2cc(CNCCc3nc(C)cc(C)n3)c(-c3ccccc3Cl)n2)cc1. Results: hERG_inhib (hERG inhibition (general)): blocker. (5) The drug is C=CCOc1ccc(CN(C)CC(O)COc2ccc(CCC(C)=O)cc2)cc1. Results: hERG_inhib (hERG inhibition (general)): blocker.